Task: Predict the reaction yield, written as a fraction of the theoretical maximum amount of product (1.0 means a 100% yield; for example, 0.34 means a 34% yield).. Dataset: Reaction yield outcomes from USPTO patents with 853,638 reactions (1) The reactants are [C:1](#[N:3])[CH3:2].C1(P(C2CCCCC2)C2C=CC=[CH:13][C:12]=2[C:17]2[C:22](OC)=[CH:21][CH:20]=[CH:19][C:18]=2OC)CCCCC1.[C:33](=[O:36])([O-])[O-].[K+].[K+].C(O[C:44](=[O:72])[NH:45][C@H:46]1[CH2:51][CH2:50][C@@H:49]([N:52]2[C:57](=[O:58])[C:56]3[CH:59]=[C:60]([F:63])[CH:61]=[N:62][C:55]=3[N:54]([C:64]3[CH:69]=[CH:68][CH:67]=[C:66](I)[CH:65]=3)[C:53]2=[O:71])[CH2:48][CH2:47]1)(C)(C)C. The catalyst is O.C([O-])(=O)C.[Pd+2].C([O-])(=O)C. The product is [F:63][C:60]1[CH:59]=[CH:2][C:1]2[N:3]([CH:47]=[C:46]([C:44]([NH:45][C@H:46]3[CH2:47][CH2:48][C@@H:49]([N:52]4[C:57](=[O:58])[C:56]5[CH:59]=[C:60]([F:63])[CH:61]=[N:62][C:55]=5[N:54]([C:64]5[CH:65]=[C:66]([C:20]6[CH:19]=[CH:18][C:17]([CH2:12][CH2:13][N:52]7[CH2:53][CH2:33][O:36][CH2:48][CH2:49]7)=[CH:22][CH:21]=6)[CH:67]=[CH:68][CH:69]=5)[C:53]4=[O:71])[CH2:50][CH2:51]3)=[O:72])[N:45]=2)[CH:61]=1. The yield is 0.410. (2) The reactants are [Li+].CC([N-]C(C)C)C.[C:9]([Si:13]([CH3:23])([CH3:22])[O:14][CH:15]1[CH2:20][CH2:19][C:18](=[O:21])[CH2:17][CH2:16]1)([CH3:12])([CH3:11])[CH3:10].N1C(=O)CC[C@H]1C(N([S:33]([C:36]([F:39])([F:38])[F:37])(=[O:35])=[O:34])[S:33]([C:36]([F:39])([F:38])[F:37])(=[O:35])=[O:34])=O. The catalyst is C1COCC1.CCOC(C)=O.[NH4+].[Cl-]. The product is [C:9]([Si:13]([CH3:23])([CH3:22])[O:14][CH:15]1[CH2:20][CH2:19][C:18]([O:21][S:33]([C:36]([F:39])([F:38])[F:37])(=[O:35])=[O:34])=[CH:17][CH2:16]1)([CH3:12])([CH3:11])[CH3:10]. The yield is 0.980. (3) The reactants are [NH2:1][C:2]1[CH:9]=[C:8]([F:10])[CH:7]=[CH:6][C:3]=1[C:4]#[N:5].Br.Br[CH:13]([C:15]1[CH:16]=[C:17]([C:32]([N:34]([CH3:36])[CH3:35])=[O:33])[CH:18]=[C:19]2[C:24]=1[O:23][C:22]([N:25]1[CH2:30][CH2:29][O:28][CH2:27][CH2:26]1)=[CH:21][C:20]2=[O:31])[CH3:14]. No catalyst specified. The product is [C:4]([C:3]1[CH:6]=[CH:7][C:8]([F:10])=[CH:9][C:2]=1[NH:1][CH:13]([C:15]1[CH:16]=[C:17]([C:32]([N:34]([CH3:36])[CH3:35])=[O:33])[CH:18]=[C:19]2[C:24]=1[O:23][C:22]([N:25]1[CH2:30][CH2:29][O:28][CH2:27][CH2:26]1)=[CH:21][C:20]2=[O:31])[CH3:14])#[N:5]. The yield is 0.420.